From a dataset of Catalyst prediction with 721,799 reactions and 888 catalyst types from USPTO. Predict which catalyst facilitates the given reaction. (1) Reactant: C1(C(=[N:14][CH:15]([CH2:18][C:19]2[CH:24]=[CH:23][C:22]([F:25])=[CH:21][CH:20]=2)[C:16]#[N:17])C2C=CC=CC=2)C=CC=CC=1.[ClH:26].O. Product: [ClH:26].[NH2:14][CH:15]([CH2:18][C:19]1[CH:20]=[CH:21][C:22]([F:25])=[CH:23][CH:24]=1)[C:16]#[N:17]. The catalyst class is: 1. (2) Reactant: [Cl:1][C:2]1[N:7]=[CH:6][C:5]([OH:8])=[CH:4][CH:3]=1.[C:9]([C@@H:13]1[CH2:18][CH2:17][C@H:16](O)[CH2:15][CH2:14]1)([CH3:12])([CH3:11])[CH3:10].C1C=CC(P(C2C=CC=CC=2)C2C=CC=CC=2)=CC=1.CCN(CC)CC.CC(OC(/N=N/C(OC(C)C)=O)=O)C. Product: [C:9]([C@H:13]1[CH2:18][CH2:17][C@H:16]([O:8][C:5]2[CH:4]=[CH:3][C:2]([Cl:1])=[N:7][CH:6]=2)[CH2:15][CH2:14]1)([CH3:12])([CH3:11])[CH3:10]. The catalyst class is: 1. (3) Reactant: [CH3:1][C:2]1[CH:3]=[C:4]([SH:9])[C:5]([SH:8])=[CH:6][CH:7]=1.C([O-])([O-])=O.[K+].[K+].Cl[C:17]1[C:18](=[O:25])[N:19]([CH3:24])[C:20](=[O:23])[C:21]=1Cl.O. Product: [CH3:24][N:19]1[C:20](=[O:23])[C:21]2[S:9][C:4]3[CH:3]=[C:2]([CH3:1])[CH:7]=[CH:6][C:5]=3[S:8][C:17]=2[C:18]1=[O:25]. The catalyst class is: 3. (4) Reactant: [OH:1][CH2:2][C@@H:3]([C@@H:5]([C@@H:7]([CH2:9][CH2:10][CH2:11][CH2:12][CH2:13][CH2:14][CH2:15][CH2:16][CH2:17][CH2:18][CH2:19][CH2:20][CH2:21][CH3:22])[OH:8])[OH:6])[NH2:4].CCN=C=NCCCN(C)C.[C:34](O)(=[O:52])[CH2:35][CH2:36][CH2:37][CH2:38][CH2:39][CH2:40][CH2:41][CH2:42][CH2:43][CH2:44][CH2:45][CH2:46][CH2:47][CH2:48][CH2:49][CH2:50][CH3:51]. Product: [C:34]([NH:4][C@H:3]([C@@H:5]([OH:6])[C@H:7]([OH:8])[CH2:9][CH2:10][CH2:11][CH2:12][CH2:13][CH2:14][CH2:15][CH2:16][CH2:17][CH2:18][CH2:19][CH2:20][CH2:21][CH3:22])[CH2:2][OH:1])(=[O:52])[CH2:35][CH2:36][CH2:37][CH2:38][CH2:39][CH2:40][CH2:41][CH2:42][CH2:43][CH2:44][CH2:45][CH2:46][CH2:47][CH2:48][CH2:49][CH2:50][CH3:51]. The catalyst class is: 383. (5) Reactant: C([O:3][P:4]([C:9]1[CH:18]=[CH:17][C:16]2[C:11](=[C:12]([C:20]3[C:29]4[C:24](=[CH:25][CH:26]=[CH:27][CH:28]=4)[CH:23]=[CH:22][CH:21]=3)[CH:13]=[C:14](I)[CH:15]=2)[N:10]=1)(=[O:8])[O:5]CC)C.C([Si](C(C)C)(C(C)C)[N:34]1[CH:38]=[CH:37][C:36](B(O)O)=[CH:35]1)(C)C.C([O-])([O-])=O.[K+].[K+].C(Cl)Cl.CCOC(C)=O. Product: [C:20]1([C:12]2[CH:13]=[C:14]([C:36]3[CH:37]=[CH:38][NH:34][CH:35]=3)[CH:15]=[C:16]3[C:11]=2[N:10]=[C:9]([P:4](=[O:8])([OH:5])[OH:3])[CH:18]=[CH:17]3)[C:29]2[C:24](=[CH:25][CH:26]=[CH:27][CH:28]=2)[CH:23]=[CH:22][CH:21]=1. The catalyst class is: 510. (6) Reactant: C(OC(=O)[NH:7][C:8]1[CH:13]=[CH:12][C:11]([CH3:14])=[C:10]([NH:15][C:16]2[N:17]=[CH:18][C:19]3[N:24]=[C:23]([NH:25][C:26](=[O:28])[CH3:27])[S:22][C:20]=3[N:21]=2)[CH:9]=1)(C)(C)C.C1(OC)C=CC=CC=1. Product: [NH2:7][C:8]1[CH:13]=[CH:12][C:11]([CH3:14])=[C:10]([NH:15][C:16]2[N:17]=[CH:18][C:19]3[N:24]=[C:23]([NH:25][C:26](=[O:28])[CH3:27])[S:22][C:20]=3[N:21]=2)[CH:9]=1. The catalyst class is: 55. (7) Reactant: [Br:1][C:2]1[CH:3]=[CH:4][C:5]([F:9])=[C:6]([OH:8])[CH:7]=1.C([O-])([O-])=O.[K+].[K+].[CH2:16](I)[CH3:17]. Product: [Br:1][C:2]1[CH:3]=[CH:4][C:5]([F:9])=[C:6]([O:8][CH2:16][CH3:17])[CH:7]=1. The catalyst class is: 215. (8) Reactant: [C:1]1([C:12]2[CH:17]=[CH:16][CH:15]=[CH:14][CH:13]=2)[CH:6]=[CH:5][C:4]([C:7]2[CH:11]=[CH:10][O:9][CH:8]=2)=[CH:3][CH:2]=1.[C:18]([O-:21])([O-:20])=O.[Na+].[Na+].BrBr.[CH:26]1C=CC=CC=1. Product: [C:1]1([C:12]2[CH:17]=[CH:16][CH:15]=[CH:14][CH:13]=2)[CH:6]=[CH:5][C:4]([C:7]2[CH:8]([O:9][CH3:10])[O:20][CH:18]([O:21][CH3:26])[CH:11]=2)=[CH:3][CH:2]=1. The catalyst class is: 191. (9) Reactant: [CH3:1][N:2]1[CH:6]=[C:5]([C:7]2[CH:12]=[CH:11][CH:10]=[CH:9][CH:8]=2)[N:4]=[C:3]1[CH:13]1[CH2:15][CH:14]1[C:16](O)=O.CC1C=C(C)C=C(C)C=1S([O-])(=O)=O.[NH2:32][N:33]1[C:38]([CH3:39])=[CH:37][N:36]=[C:35]([CH3:40])[C:34]1=[NH2+:41].F[B-](F)(F)F.N1(OC(N(C)C)=[N+](C)C)C2C=CC=CC=2N=N1.C(N(CC)CC)C. Product: [CH3:39][C:38]1[N:33]2[N:32]=[C:16]([CH:14]3[CH2:15][CH:13]3[C:3]3[N:2]([CH3:1])[CH:6]=[C:5]([C:7]4[CH:12]=[CH:11][CH:10]=[CH:9][CH:8]=4)[N:4]=3)[N:41]=[C:34]2[C:35]([CH3:40])=[N:36][CH:37]=1. The catalyst class is: 3.